This data is from Forward reaction prediction with 1.9M reactions from USPTO patents (1976-2016). The task is: Predict the product of the given reaction. (1) Given the reactants [Cl:1][C:2]1[C:11]2[C:6](=[CH:7][CH:8]=[CH:9][CH:10]=2)[N:5]=[C:4]([N:12]2[CH2:18][C:17]3[CH:19]=[CH:20][C:21]([OH:23])=[CH:22][C:16]=3[S:15](=[O:25])(=[O:24])[CH2:14][CH2:13]2)[CH:3]=1.Br[CH2:27][CH2:28][CH2:29][OH:30].C(=O)([O-])[O-].[K+].[K+], predict the reaction product. The product is: [Cl:1][C:2]1[C:11]2[C:6](=[CH:7][CH:8]=[CH:9][CH:10]=2)[N:5]=[C:4]([N:12]2[CH2:18][C:17]3[CH:19]=[CH:20][C:21]([O:23][CH2:27][CH2:28][CH2:29][OH:30])=[CH:22][C:16]=3[S:15](=[O:25])(=[O:24])[CH2:14][CH2:13]2)[CH:3]=1. (2) Given the reactants [Cl:1][C:2]1[C:3]([CH3:9])=[C:4]([CH:6]=[CH:7][CH:8]=1)[NH2:5].[C:10](OC(=O)C)(=[O:12])[CH3:11], predict the reaction product. The product is: [Cl:1][C:2]1[C:3]([CH3:9])=[C:4]([NH:5][C:10](=[O:12])[CH3:11])[CH:6]=[CH:7][CH:8]=1. (3) Given the reactants [OH:1][C:2]1[CH:7]=[C:6]([CH3:8])[CH:5]=[CH:4][C:3]=1[C:9](=[O:11])[CH3:10].[OH-].[Na+].[CH2:14](Br)[C:15]1[CH:20]=[CH:19][CH:18]=[CH:17][CH:16]=1, predict the reaction product. The product is: [CH2:14]([O:1][C:2]1[CH:7]=[C:6]([CH3:8])[CH:5]=[CH:4][C:3]=1[C:9](=[O:11])[CH3:10])[C:15]1[CH:20]=[CH:19][CH:18]=[CH:17][CH:16]=1. (4) Given the reactants [F-].[K+].[OH:3][CH:4]1[CH2:9][CH2:8][NH:7][CH2:6][CH2:5]1.F[C:11]1[CH:16]=[C:15]([C:17]2[CH:22]=[CH:21][CH:20]=[C:19]([C:23]3[N:27]4[N:28]=[C:29]([N:32]5[CH2:36][CH2:35][CH2:34][C@@H:33]5[C:37]5[CH:42]=[CH:41][CH:40]=[C:39]([F:43])[CH:38]=5)[CH:30]=[CH:31][C:26]4=[N:25][CH:24]=3)[N:18]=2)[CH:14]=[CH:13][N:12]=1, predict the reaction product. The product is: [F:43][C:39]1[CH:38]=[C:37]([C@H:33]2[CH2:34][CH2:35][CH2:36][N:32]2[C:29]2[CH:30]=[CH:31][C:26]3[N:27]([C:23]([C:19]4[N:18]=[C:17]([C:15]5[CH:14]=[CH:13][N:12]=[C:11]([N:7]6[CH2:8][CH2:9][CH:4]([OH:3])[CH2:5][CH2:6]6)[CH:16]=5)[CH:22]=[CH:21][CH:20]=4)=[CH:24][N:25]=3)[N:28]=2)[CH:42]=[CH:41][CH:40]=1. (5) Given the reactants CS(O[CH2:6][CH2:7][O:8][C:9]1[CH:14]=[CH:13][C:12]([CH2:15][C:16]([CH3:31])([CH2:22][CH2:23][CH2:24][C:25]2[CH:30]=[CH:29][CH:28]=[CH:27][CH:26]=2)[C:17]([O:19][CH2:20][CH3:21])=[O:18])=[CH:11][CH:10]=1)(=O)=O.[N-:32]=[N+:33]=[N-:34].[Na+], predict the reaction product. The product is: [N:32]([CH2:6][CH2:7][O:8][C:9]1[CH:14]=[CH:13][C:12]([CH2:15][C:16]([CH3:31])([CH2:22][CH2:23][CH2:24][C:25]2[CH:30]=[CH:29][CH:28]=[CH:27][CH:26]=2)[C:17]([O:19][CH2:20][CH3:21])=[O:18])=[CH:11][CH:10]=1)=[N+:33]=[N-:34]. (6) Given the reactants [Si]([O:8][CH2:9][CH:10]([N:23]1[CH2:40][CH2:39][C:26]2([C:30](=[O:31])[N:29]([C:32]3[CH2:33][O:34][C:35](=[O:38])[C:36]=3[CH3:37])[CH2:28][CH2:27]2)[CH2:25][CH2:24]1)[CH2:11][C:12]1[C:13]([CH3:22])=[C:14]2[C:18](=[CH:19][CH:20]=1)[C:17](=[O:21])[O:16][CH2:15]2)(C(C)(C)C)(C)C.FC(F)(F)C(O)=O, predict the reaction product. The product is: [OH:8][CH2:9][CH:10]([N:23]1[CH2:40][CH2:39][C:26]2([C:30](=[O:31])[N:29]([C:32]3[CH2:33][O:34][C:35](=[O:38])[C:36]=3[CH3:37])[CH2:28][CH2:27]2)[CH2:25][CH2:24]1)[CH2:11][C:12]1[C:13]([CH3:22])=[C:14]2[C:18](=[CH:19][CH:20]=1)[C:17](=[O:21])[O:16][CH2:15]2. (7) Given the reactants CC1(C)[O:6][C@@H:5]([CH2:7][CH2:8][NH:9][C:10]([CH:12]2[CH:16]([C:17]3[CH:22]=[CH:21][CH:20]=[C:19]([Cl:23])[C:18]=3[F:24])[C:15]([C:27]3[CH:32]=[CH:31][C:30]([Cl:33])=[CH:29][C:28]=3[F:34])([C:25]#[N:26])[CH:14]([CH2:35][C:36]([CH3:41])([CH3:40])[CH2:37][CH2:38][NH2:39])[NH:13]2)=[O:11])[CH2:4][O:3]1.Cl, predict the reaction product. The product is: [OH:6][C@H:5]([CH2:4][OH:3])[CH2:7][CH2:8][NH:9][C:10]([CH:12]1[CH:16]([C:17]2[CH:22]=[CH:21][CH:20]=[C:19]([Cl:23])[C:18]=2[F:24])[C:15]([C:27]2[CH:32]=[CH:31][C:30]([Cl:33])=[CH:29][C:28]=2[F:34])([C:25]#[N:26])[CH:14]([CH2:35][C:36]([CH3:41])([CH3:40])[CH2:37][CH2:38][NH2:39])[NH:13]1)=[O:11]. (8) Given the reactants [I-].C([O:6][C:7](=O)[CH2:8][CH2:9][C:10]([O:12][CH2:13][O:14][C:15]1[CH:20]=[C:19]([N:21]2[CH2:26][CH2:25][O:24][CH2:23][CH2:22]2)[O+:18]=[C:17]2[C:27]([C:30]3[CH:39]=[CH:38][C:33]4[O:34][CH2:35][CH2:36][O:37][C:32]=4[CH:31]=3)=[CH:28][S:29][C:16]=12)=[O:11])(C)(C)C.[ClH:41].S(Cl)([Cl:44])=O, predict the reaction product. The product is: [Cl-:44].[Cl:41][C:7](=[O:6])[CH2:8][CH2:9][C:10]([O:12][CH2:13][O:14][C:15]1[CH:20]=[C:19]([N:21]2[CH2:26][CH2:25][O:24][CH2:23][CH2:22]2)[O+:18]=[C:17]2[C:27]([C:30]3[CH:39]=[CH:38][C:33]4[O:34][CH2:35][CH2:36][O:37][C:32]=4[CH:31]=3)=[CH:28][S:29][C:16]=12)=[O:11]. (9) Given the reactants [CH2:1]([NH:8][C:9]([C:11]1[N:16]=[C:15]2[C:17](Br)=[CH:18][N:19]=[CH:20][C:14]2=[N:13][CH:12]=1)=[O:10])[C:2]1[CH:7]=[CH:6][CH:5]=[CH:4][CH:3]=1.[N:22]1[CH:27]=[CH:26][CH:25]=[C:24](B(O)O)[CH:23]=1.C(=O)([O-])[O-].[Cs+].[Cs+].O1CCOCC1, predict the reaction product. The product is: [CH2:1]([NH:8][C:9]([C:11]1[N:16]=[C:15]2[C:17]([C:24]3[CH:23]=[N:22][CH:27]=[CH:26][CH:25]=3)=[CH:18][N:19]=[CH:20][C:14]2=[N:13][CH:12]=1)=[O:10])[C:2]1[CH:7]=[CH:6][CH:5]=[CH:4][CH:3]=1. (10) Given the reactants [Br:1][C:2]1[C:3]([CH3:13])=[CH:4][C:5]([O:9][CH:10]([CH3:12])[CH3:11])=[C:6]([NH2:8])[CH:7]=1.Cl[C:15]1[N:20]=[C:19]([NH:21][C:22]2[CH:27]=[CH:26][CH:25]=[CH:24][C:23]=2[S:28]([CH:31]([CH3:33])[CH3:32])(=[O:30])=[O:29])[C:18]([CH3:34])=[CH:17][N:16]=1.CS(O)(=O)=O, predict the reaction product. The product is: [Br:1][C:2]1[C:3]([CH3:13])=[CH:4][C:5]([O:9][CH:10]([CH3:11])[CH3:12])=[C:6]([NH:8][C:15]2[N:20]=[C:19]([NH:21][C:22]3[CH:27]=[CH:26][CH:25]=[CH:24][C:23]=3[S:28]([CH:31]([CH3:32])[CH3:33])(=[O:30])=[O:29])[C:18]([CH3:34])=[CH:17][N:16]=2)[CH:7]=1.